Task: Predict the reaction yield, written as a fraction of the theoretical maximum amount of product (1.0 means a 100% yield; for example, 0.34 means a 34% yield).. Dataset: Reaction yield outcomes from USPTO patents with 853,638 reactions (1) The reactants are [CH:1]1([C:7]2[CH:8]=[CH:9][C:10]3[O:14][C:13]([C:15]4[CH:22]=[CH:21][C:18]([CH:19]=O)=[CH:17][CH:16]=4)=[CH:12][C:11]=3[CH:23]=2)[CH2:6][CH2:5][CH2:4][CH2:3][CH2:2]1.C(O)(=O)C.[NH:28]1[CH2:33][CH2:32][CH:31]([C:34]([OH:36])=[O:35])[CH2:30][CH2:29]1.C([BH3-])#N.[Na+]. The catalyst is C(Cl)Cl.CO.CS(C)=O. The product is [CH:1]1([C:7]2[CH:8]=[CH:9][C:10]3[O:14][C:13]([C:15]4[CH:16]=[CH:17][C:18]([CH2:19][N:28]5[CH2:33][CH2:32][CH:31]([C:34]([OH:36])=[O:35])[CH2:30][CH2:29]5)=[CH:21][CH:22]=4)=[CH:12][C:11]=3[CH:23]=2)[CH2:2][CH2:3][CH2:4][CH2:5][CH2:6]1. The yield is 0.510. (2) The reactants are [F:1][C:2]([F:17])([F:16])[C:3]1[CH:4]=[C:5]([C@@H:13](O)[CH3:14])[CH:6]=[C:7]([C:9]([F:12])([F:11])[F:10])[CH:8]=1.P(Br)(Br)[Br:19].Br. The product is [Br:19][C@@H:13]([C:5]1[CH:4]=[C:3]([C:2]([F:17])([F:16])[F:1])[CH:8]=[C:7]([C:9]([F:12])([F:11])[F:10])[CH:6]=1)[CH3:14]. The yield is 0.850. No catalyst specified. (3) The reactants are [Cl:1][C:2]1[CH:3]=[C:4]2[C:8](=[CH:9][CH:10]=1)[NH:7][C:6]([C:11]([NH:13][NH:14][C:15](=[O:24])[C:16]1[CH:21]=[CH:20][C:19]([F:22])=[CH:18][C:17]=1[NH2:23])=[O:12])=[CH:5]2.Cl.O1CCOCC1.C(OCC)C. The catalyst is CO. The product is [ClH:1].[Cl:1][C:2]1[CH:3]=[C:4]2[C:8](=[CH:9][CH:10]=1)[NH:7][C:6]([C:11]([NH:13][NH:14][C:15](=[O:24])[C:16]1[CH:21]=[CH:20][C:19]([F:22])=[CH:18][C:17]=1[NH2:23])=[O:12])=[CH:5]2. The yield is 0.870. (4) The reactants are [OH-].[K+].[Br:3][C:4]1[CH:5]=[C:6]2[C:10](=[CH:11][CH:12]=1)[NH:9][CH:8]=[CH:7]2.[CH3:13][N:14]1[CH2:19][CH2:18][C:17](=O)[CH2:16][CH2:15]1. The catalyst is CO. The product is [Br:3][C:4]1[CH:5]=[C:6]2[C:10](=[CH:11][CH:12]=1)[NH:9][CH:8]=[C:7]2[C:17]1[CH2:18][CH2:19][N:14]([CH3:13])[CH2:15][CH:16]=1. The yield is 0.830. (5) The reactants are CS(C)(=O)=O.Cl.[C:7](Cl)(=[NH:9])[NH2:8].C([O:13][C:14]([C:16]1[C:24]2[C:19](=[CH:20][CH:21]=[CH:22][C:23]=2[Cl:25])[NH:18][C:17]=1[NH2:26])=O)C.O.N. The catalyst is C(Cl)(Cl)Cl.O. The product is [NH2:8][C:7]1[NH:9][C:14](=[O:13])[C:16]2[C:24]3[C:19](=[CH:20][CH:21]=[CH:22][C:23]=3[Cl:25])[NH:18][C:17]=2[N:26]=1. The yield is 0.780. (6) The reactants are [CH2:1]([N:3]1[C:7]([C:8]2[CH:9]=[C:10]([C:13]([O:15][CH3:16])=[O:14])[S:11][CH:12]=2)=[CH:6][CH:5]=[N:4]1)[CH3:2].C1C(=O)N([Br:24])C(=O)C1. The catalyst is C1COCC1. The product is [Br:24][C:6]1[CH:5]=[N:4][N:3]([CH2:1][CH3:2])[C:7]=1[C:8]1[CH:9]=[C:10]([C:13]([O:15][CH3:16])=[O:14])[S:11][CH:12]=1. The yield is 0.780. (7) The reactants are [NH2:1][C:2]1[N:10]=[C:9]2[C:5]([N:6]=[C:7]([C:11]3[CH:16]=[CH:15][C:14]([F:17])=[CH:13][CH:12]=3)[NH:8]2)=[C:4]([N:18]2[CH2:23][CH2:22][N:21]([C:24](=[O:34])[CH2:25][O:26][C:27]3[CH:32]=[CH:31][C:30]([Cl:33])=[CH:29][CH:28]=3)[CH2:20][CH2:19]2)[N:3]=1.[C:35](=O)([O-])[O-].[K+].[K+].CI. The catalyst is CN(C=O)C. The product is [NH2:1][C:2]1[N:10]=[C:9]2[C:5]([N:6]=[C:7]([C:11]3[CH:16]=[CH:15][C:14]([F:17])=[CH:13][CH:12]=3)[N:8]2[CH3:35])=[C:4]([N:18]2[CH2:23][CH2:22][N:21]([C:24](=[O:34])[CH2:25][O:26][C:27]3[CH:32]=[CH:31][C:30]([Cl:33])=[CH:29][CH:28]=3)[CH2:20][CH2:19]2)[N:3]=1. The yield is 0.800. (8) The reactants are ClC1C=C([C:8]2[NH:12][C:11]3[C:13]([F:17])=[CH:14][CH:15]=[CH:16][C:10]=3[N:9]=2)C=CN=1.[O-]P([O-])([O-])=O.[K+].[K+].[K+].O.[F:27][C:28]1[CH:33]=[CH:32][C:31]([C:34]2[O:35][C:36]3[CH:46]=[C:45]([N:47]([CH3:52])[S:48]([CH3:51])(=[O:50])=[O:49])[C:44](B4OC(C)(C)C(C)(C)O4)=[CH:43][C:37]=3[C:38]=2[C:39]([NH:41][CH3:42])=[O:40])=[CH:30][CH:29]=1.CC(C1C=C(C(C)C)C(C2C=CC=CC=2P(C2CCCCC2)C2CCCCC2)=C(C(C)C)C=1)C. The catalyst is CN(C=O)C.C1C=CC(/C=C/C(/C=C/C2C=CC=CC=2)=O)=CC=1.C1C=CC(/C=C/C(/C=C/C2C=CC=CC=2)=O)=CC=1.C1C=CC(/C=C/C(/C=C/C2C=CC=CC=2)=O)=CC=1.[Pd].[Pd]. The product is [F:17][C:13]1[C:11]2[NH:12][C:8]([C:43]3[C:37]4[C:38]([C:39]([NH:41][CH3:42])=[O:40])=[C:34]([C:31]5[CH:32]=[CH:33][C:28]([F:27])=[CH:29][CH:30]=5)[O:35][C:36]=4[CH:46]=[C:45]([N:47]([CH3:52])[S:48]([CH3:51])(=[O:50])=[O:49])[CH:44]=3)=[N:9][C:10]=2[CH:16]=[CH:15][CH:14]=1. The yield is 0.710. (9) The reactants are Br[C:2]1[CH:7]=[C:6]([Cl:8])[CH:5]=[C:4]([Cl:9])[CH:3]=1.[Li]CCCC.C1([C:21](=[O:30])[CH2:22][C:23]2[CH:24]=[C:25](C)[CH:26]=[CH:27][CH:28]=2)C=CC=CC=1. The catalyst is C1COCC1. The product is [Cl:9][C:4]1[CH:3]=[C:2]([C:21](=[O:30])[CH2:22][C:23]2[CH:24]=[CH:25][CH:26]=[CH:27][CH:28]=2)[CH:7]=[C:6]([Cl:8])[CH:5]=1. The yield is 0.194. (10) The reactants are Cl.[NH2:2][C@:3]([CH3:24])([CH2:6][CH2:7][C:8]1[O:9][C:10]([C:13]#[C:14][CH2:15][CH2:16][O:17][CH:18]2[CH2:23][CH2:22][CH2:21][CH2:20][CH2:19]2)=[CH:11][CH:12]=1)[CH2:4][OH:5].O.C(=O)([O-])O.[K+].Cl[C:32]([O:34][CH2:35][CH:36]=[CH2:37])=[O:33]. The catalyst is C(OCC)(=O)C. The product is [CH2:35]([O:34][C:32]([NH:2][C@:3]([CH3:24])([CH2:6][CH2:7][C:8]1[O:9][C:10]([C:13]#[C:14][CH2:15][CH2:16][O:17][CH:18]2[CH2:19][CH2:20][CH2:21][CH2:22][CH2:23]2)=[CH:11][CH:12]=1)[CH2:4][OH:5])=[O:33])[CH:36]=[CH2:37]. The yield is 0.930.